Regression. Given a peptide amino acid sequence and an MHC pseudo amino acid sequence, predict their binding affinity value. This is MHC class I binding data. From a dataset of Peptide-MHC class I binding affinity with 185,985 pairs from IEDB/IMGT. The peptide sequence is TLLGCWSFV. The MHC is HLA-A02:01 with pseudo-sequence HLA-A02:01. The binding affinity (normalized) is 0.685.